Dataset: Reaction yield outcomes from USPTO patents with 853,638 reactions. Task: Predict the reaction yield, written as a fraction of the theoretical maximum amount of product (1.0 means a 100% yield; for example, 0.34 means a 34% yield). (1) The reactants are NC1C=CC(C#N)=CC=1NC[C@@](N)([C:16]([O:18][C:19]([CH3:22])([CH3:21])[CH3:20])=[O:17])C(O)=O.CCN=C=NCCC[N:32]([CH3:34])C.Cl.[CH:36]1[CH:37]=[CH:38][C:39]2[N:44](O)N=[N:42][C:40]=2[CH:41]=1.CC[N:48](C(C)C)[CH:49]([CH3:51])[CH3:50].CN(C=[O:59])C. The catalyst is C(OCC)(=O)C. The product is [C:19]([O:18][C:16](=[O:17])[NH:48][C@@H:49]1[C:51](=[O:59])[NH:42][C:40]2[CH:41]=[CH:36][C:37]([C:34]#[N:32])=[CH:38][C:39]=2[NH:44][CH2:50]1)([CH3:20])([CH3:21])[CH3:22]. The yield is 0.363. (2) The reactants are Cl[CH2:2][CH2:3][CH2:4][CH2:5][N:6]1[C:10]2[CH:11]=[CH:12][CH:13]=[CH:14][C:9]=2[N:8]=[N:7]1.[CH:15]1([N:21]2[CH2:26][CH2:25][NH:24][CH2:23][CH2:22]2)[CH2:20][CH2:19][CH2:18][CH2:17][CH2:16]1.C(N(C(C)C)CC)(C)C.[I-].[K+]. The catalyst is C(#N)C. The product is [CH:15]1([N:21]2[CH2:26][CH2:25][N:24]([CH2:2][CH2:3][CH2:4][CH2:5][N:6]3[C:10]4[CH:11]=[CH:12][CH:13]=[CH:14][C:9]=4[N:8]=[N:7]3)[CH2:23][CH2:22]2)[CH2:20][CH2:19][CH2:18][CH2:17][CH2:16]1. The yield is 0.637.